Dataset: Peptide-MHC class II binding affinity with 134,281 pairs from IEDB. Task: Regression. Given a peptide amino acid sequence and an MHC pseudo amino acid sequence, predict their binding affinity value. This is MHC class II binding data. (1) The peptide sequence is DDNRNIAWDTDKLDD. The MHC is HLA-DPA10201-DPB10101 with pseudo-sequence HLA-DPA10201-DPB10101. The binding affinity (normalized) is 0.148. (2) The peptide sequence is VVVHITDDNEEPIAA. The MHC is DRB1_1104 with pseudo-sequence QEFFIASGAAVDAIMESSFDYFDFDRATYHVVFT. The binding affinity (normalized) is 0.0623.